The task is: Predict the reaction yield, written as a fraction of the theoretical maximum amount of product (1.0 means a 100% yield; for example, 0.34 means a 34% yield).. This data is from Reaction yield outcomes from USPTO patents with 853,638 reactions. The reactants are [Br:1][C:2]1[CH:7]=[CH:6][C:5]([C:8]2[N:12]([C:13]3[CH:18]=[CH:17][C:16]([S:19]([CH3:22])(=[O:21])=[O:20])=[C:15]([F:23])[CH:14]=3)[N:11]=[CH:10][C:9]=2[N+:24]([O-])=O)=[CH:4][CH:3]=1.[NH4+].[Cl-].O. The catalyst is CCO.[Fe]. The product is [NH2:24][C:9]1[CH:10]=[N:11][N:12]([C:13]2[CH:18]=[CH:17][C:16]([S:19]([CH3:22])(=[O:20])=[O:21])=[C:15]([F:23])[CH:14]=2)[C:8]=1[C:5]1[CH:4]=[CH:3][C:2]([Br:1])=[CH:7][CH:6]=1. The yield is 0.820.